This data is from Forward reaction prediction with 1.9M reactions from USPTO patents (1976-2016). The task is: Predict the product of the given reaction. (1) Given the reactants N#N.[CH3:3][C:4]1([C:9]2[S:13][C:12]([CH2:14][C:15]([OH:17])=O)=[CH:11][CH:10]=2)[O:8][CH2:7][CH2:6][O:5]1.C1C=CC2N(O)N=NC=2C=1.C(Cl)CCl.CCN(C(C)C)C(C)C.Cl.[CH3:42][O:43][C:44](=[O:49])[C@H:45]([CH2:47][OH:48])[NH2:46].[NH4+].[Cl-], predict the reaction product. The product is: [CH3:42][O:43][C:44](=[O:49])[CH:45]([NH:46][C:15](=[O:17])[CH2:14][C:12]1[S:13][C:9]([C:4]2([CH3:3])[O:5][CH2:6][CH2:7][O:8]2)=[CH:10][CH:11]=1)[CH2:47][OH:48]. (2) Given the reactants [CH:1]([C:3]1[CH:4]=[C:5]([C:8](=[O:10])[CH3:9])[S:6][CH:7]=1)=[CH2:2], predict the reaction product. The product is: [CH2:1]([C:3]1[CH:4]=[C:5]([C:8](=[O:10])[CH3:9])[S:6][CH:7]=1)[CH3:2]. (3) Given the reactants [C:1]([N:5]1[CH2:9][C@@H:8]([C:10]2[CH:15]=[CH:14][C:13]([F:16])=[CH:12][C:11]=2[F:17])[C@H:7]([C:18]([N:20]2[CH2:25][CH2:24][CH:23]([C:26]3[CH:31]=[C:30]([CH3:32])[C:29]([CH3:33])=[CH:28][C:27]=3[C@@H:34]([NH:37]C(=O)OCC3C=CC=CC=3)[CH2:35][CH3:36])[CH2:22][CH2:21]2)=[O:19])[CH2:6]1)([CH3:4])([CH3:3])[CH3:2], predict the reaction product. The product is: [C:1]([N:5]1[CH2:9][C@@H:8]([C:10]2[CH:15]=[CH:14][C:13]([F:16])=[CH:12][C:11]=2[F:17])[C@H:7]([C:18]([N:20]2[CH2:25][CH2:24][CH:23]([C:26]3[CH:31]=[C:30]([CH3:32])[C:29]([CH3:33])=[CH:28][C:27]=3[C@@H:34]([NH2:37])[CH2:35][CH3:36])[CH2:22][CH2:21]2)=[O:19])[CH2:6]1)([CH3:4])([CH3:3])[CH3:2]. (4) Given the reactants [Cl:1][C:2]1[CH:3]=[C:4]([O:13][CH2:14][C:15]23[CH2:22][CH2:21][C:18]([CH2:23][OH:24])([CH2:19][CH2:20]2)[CH2:17][CH2:16]3)[C:5]2[O:9][C:8]([CH3:11])([CH3:10])[CH2:7][C:6]=2[CH:12]=1.CC(OI1(OC(C)=O)(OC(C)=O)OC(=O)C2C=CC=CC1=2)=O.C([O-])(O)=O.[Na+].[O-]S([O-])(=S)=O.[Na+].[Na+], predict the reaction product. The product is: [Cl:1][C:2]1[CH:3]=[C:4]([O:13][CH2:14][C:15]23[CH2:20][CH2:19][C:18]([CH:23]=[O:24])([CH2:21][CH2:22]2)[CH2:17][CH2:16]3)[C:5]2[O:9][C:8]([CH3:10])([CH3:11])[CH2:7][C:6]=2[CH:12]=1. (5) Given the reactants [C:1]([C:3]1[CH:4]=[C:5]([C:13]2[N:28]=[CH:27][CH:26]=[CH:25][C:14]=2[C:15]([O:17][CH2:18][C:19]2[CH:24]=[CH:23][CH:22]=[CH:21][CH:20]=2)=[O:16])[CH:6]=[CH:7][C:8]=1[O:9]COC)#[N:2].[ClH:29].O1CCOCC1, predict the reaction product. The product is: [ClH:29].[C:1]([C:3]1[CH:4]=[C:5]([C:13]2[N:28]=[CH:27][CH:26]=[CH:25][C:14]=2[C:15]([O:17][CH2:18][C:19]2[CH:24]=[CH:23][CH:22]=[CH:21][CH:20]=2)=[O:16])[CH:6]=[CH:7][C:8]=1[OH:9])#[N:2]. (6) Given the reactants Br[C:2]1[CH:3]=[CH:4][C:5]([CH2:8][NH:9][C:10]2[CH:15]=[CH:14][C:13]([Cl:16])=[CH:12][CH:11]=2)=[N:6][CH:7]=1.C([Li])CCC.Cl[Si](C)(C)CC[Si](Cl)(C)C.C([Li])(C)(C)C.[C:37]1([S:43]([N:46]2[C:50]3=[N:51][CH:52]=[CH:53][CH:54]=[C:49]3[C:48]([CH:55]=[O:56])=[CH:47]2)(=[O:45])=[O:44])[CH:42]=[CH:41][CH:40]=[CH:39][CH:38]=1, predict the reaction product. The product is: [C:37]1([S:43]([N:46]2[C:50]3=[N:51][CH:52]=[CH:53][CH:54]=[C:49]3[C:48]([CH:55]([C:2]3[CH:7]=[N:6][C:5]([CH2:8][NH:9][C:10]4[CH:15]=[CH:14][C:13]([Cl:16])=[CH:12][CH:11]=4)=[CH:4][CH:3]=3)[OH:56])=[CH:47]2)(=[O:44])=[O:45])[CH:38]=[CH:39][CH:40]=[CH:41][CH:42]=1. (7) Given the reactants CC1C=CC(S(O[CH2:12][C:13]2[C:18]([CH3:19])=[C:17]([O:20][CH2:21][CH:22]3[CH2:27][O:26][C:25]([CH3:29])([CH3:28])[O:24][CH2:23]3)[C:16]([CH3:30])=[CH:15][N:14]=2)(=O)=O)=CC=1.[SH:31][C:32]1[NH:33][C:34]2[CH:40]=[CH:39][CH:38]=[CH:37][C:35]=2[N:36]=1.C(N(CC)CC)C.[OH-].[Na+], predict the reaction product. The product is: [CH3:29][C:25]1([CH3:28])[O:24][CH2:23][CH:22]([CH2:21][O:20][C:17]2[C:16]([CH3:30])=[CH:15][N:14]=[C:13]([CH2:12][S:31][C:32]3[NH:36][C:35]4[CH:37]=[CH:38][CH:39]=[CH:40][C:34]=4[N:33]=3)[C:18]=2[CH3:19])[CH2:27][O:26]1. (8) Given the reactants I[C:2]1[N:7]=[CH:6][C:5]([C:8]([N:10]2[CH2:15][CH2:14][N:13]([S:16]([C:19]3[CH:26]=[CH:25][C:22]([C:23]#[N:24])=[CH:21][C:20]=3[CH3:27])(=[O:18])=[O:17])[CH2:12][C@@H:11]2[CH3:28])=[O:9])=[CH:4][CH:3]=1.P([O-])([O-])([O-])=O.[K+].[K+].[K+].[CH:37]1(B(O)O)[CH2:39][CH2:38]1.C1(P(C2CCCCC2)C2CCCCC2)CCCCC1, predict the reaction product. The product is: [CH:37]1([C:2]2[N:7]=[CH:6][C:5]([C:8]([N:10]3[CH2:15][CH2:14][N:13]([S:16]([C:19]4[CH:26]=[CH:25][C:22]([C:23]#[N:24])=[CH:21][C:20]=4[CH3:27])(=[O:18])=[O:17])[CH2:12][C@@H:11]3[CH3:28])=[O:9])=[CH:4][CH:3]=2)[CH2:39][CH2:38]1.